This data is from Peptide-MHC class I binding affinity with 185,985 pairs from IEDB/IMGT. The task is: Regression. Given a peptide amino acid sequence and an MHC pseudo amino acid sequence, predict their binding affinity value. This is MHC class I binding data. (1) The peptide sequence is DILASIIDY. The MHC is HLA-B08:01 with pseudo-sequence HLA-B08:01. The binding affinity (normalized) is 0.0847. (2) The peptide sequence is SPFLPLLPIF. The MHC is Patr-A0701 with pseudo-sequence Patr-A0701. The binding affinity (normalized) is 0.180.